From a dataset of Forward reaction prediction with 1.9M reactions from USPTO patents (1976-2016). Predict the product of the given reaction. (1) Given the reactants I[C:2]1[CH:3]=[C:4]2[C:8](=[CH:9][CH:10]=1)[N:7]([CH:11]1[CH2:16][CH2:15][CH2:14][CH2:13][O:12]1)[N:6]=[C:5]2[CH2:17][N:18]([CH3:30])[CH2:19][CH2:20][N:21]([CH3:29])[C:22](=[O:28])[O:23][C:24]([CH3:27])([CH3:26])[CH3:25].[C:31]1(B2OC(C)(C)C(C)(C)O2)[CH2:36][CH2:35][CH2:34][CH2:33][CH:32]=1.C([O-])([O-])=O.[K+].[K+], predict the reaction product. The product is: [C:24]([O:23][C:22](=[O:28])[N:21]([CH2:20][CH2:19][N:18]([CH2:17][C:5]1[C:4]2[C:8](=[CH:9][CH:10]=[C:2]([C:31]3[CH2:36][CH2:35][CH2:34][CH2:33][CH:32]=3)[CH:3]=2)[N:7]([CH:11]2[CH2:16][CH2:15][CH2:14][CH2:13][O:12]2)[N:6]=1)[CH3:30])[CH3:29])([CH3:27])([CH3:26])[CH3:25]. (2) Given the reactants [NH2:1][C:2]1[CH:10]=[C:9]2[C:5]([CH2:6][C:7](=[O:11])[NH:8]2)=[CH:4][CH:3]=1.[C:12](OC(=O)C)(=[O:14])[CH3:13], predict the reaction product. The product is: [O:11]=[C:7]1[CH2:6][C:5]2[C:9](=[CH:10][C:2]([NH:1][C:12](=[O:14])[CH3:13])=[CH:3][CH:4]=2)[NH:8]1. (3) Given the reactants [Si]([O:18][CH2:19][C:20]1[N:21]=[C:22]([C:33](=[O:35])[CH3:34])[N:23]([CH2:25][O:26][CH2:27][CH2:28][Si:29]([CH3:32])([CH3:31])[CH3:30])[CH:24]=1)(C(C)(C)C)(C1C=CC=CC=1)C1C=CC=CC=1.[F-].C([N+](CCCC)(CCCC)CCCC)CCC, predict the reaction product. The product is: [OH:18][CH2:19][C:20]1[N:21]=[C:22]([C:33](=[O:35])[CH3:34])[N:23]([CH2:25][O:26][CH2:27][CH2:28][Si:29]([CH3:30])([CH3:32])[CH3:31])[CH:24]=1. (4) Given the reactants [NH2:1][C:2]1[N:10]=[C:9]([O:11][CH2:12][CH2:13][O:14][CH3:15])[N:8]=[C:7]2[C:3]=1[N:4]=[C:5]([O:25]C)[N:6]2[CH2:16][C:17]1[CH:24]=[CH:23][C:20]([CH:21]=[O:22])=[CH:19][CH:18]=1.[I-].[Na+].Cl[Si](C)(C)C, predict the reaction product. The product is: [NH2:1][C:2]1[N:10]=[C:9]([O:11][CH2:12][CH2:13][O:14][CH3:15])[N:8]=[C:7]2[C:3]=1[N:4]=[C:5]([OH:25])[N:6]2[CH2:16][C:17]1[CH:18]=[CH:19][C:20]([CH:21]=[O:22])=[CH:23][CH:24]=1.